This data is from Reaction yield outcomes from USPTO patents with 853,638 reactions. The task is: Predict the reaction yield, written as a fraction of the theoretical maximum amount of product (1.0 means a 100% yield; for example, 0.34 means a 34% yield). (1) The reactants are [C:1]1([CH:7]2[CH2:11][CH2:10][O:9][C:8]2=[O:12])[CH:6]=[CH:5][CH:4]=[CH:3][CH:2]=1. The catalyst is [Rh].C(O)C. The product is [CH:1]1([CH:7]2[CH2:11][CH2:10][O:9][C:8]2=[O:12])[CH2:2][CH2:3][CH2:4][CH2:5][CH2:6]1. The yield is 0.920. (2) The reactants are [O:1]=[CH:2][C@@H:3]([C@@H:5]([C@@H:7]([CH2:9][OH:10])[OH:8])[OH:6])[OH:4].CO[C:13](OC)([CH3:15])[CH3:14]. The catalyst is CC(C)=O.C1(C)C=CC(S(O)(=O)=O)=CC=1.C([O-])(O)=O.[Na+]. The product is [CH3:14][C:13]1([CH3:15])[O:4][C@@H:3]2[C@@H:5]([C@@H:7]([CH2:9][OH:10])[O:8][CH:2]2[OH:1])[O:6]1. The yield is 0.900. (3) The catalyst is O1CCCC1.C(OCC)(=O)C. The reactants are [CH3:1][O:2][C:3]1[CH:15]=[C:14]([O:16][CH3:17])[CH:13]=[CH:12][C:4]=1[CH2:5][NH:6][C:7]1[S:11][N:10]=[CH:9][N:8]=1.C[Si]([N-][Si](C)(C)C)(C)C.[Li+].[C:28]([C:30]1[CH:31]=[C:32]([S:37](Cl)(=[O:39])=[O:38])[CH:33]=[CH:34][C:35]=1[F:36])#[N:29]. The yield is 0.710. The product is [C:28]([C:30]1[CH:31]=[C:32]([S:37]([N:6]([CH2:5][C:4]2[CH:12]=[CH:13][C:14]([O:16][CH3:17])=[CH:15][C:3]=2[O:2][CH3:1])[C:7]2[S:11][N:10]=[CH:9][N:8]=2)(=[O:39])=[O:38])[CH:33]=[CH:34][C:35]=1[F:36])#[N:29]. (4) The reactants are C([NH:4][C:5]1[CH:6]=[C:7]2[C:12](=[CH:13][CH:14]=1)[C:11]([S:15]([NH:18][CH2:19][C:20]1[CH:25]=[CH:24][CH:23]=[CH:22][CH:21]=1)(=[O:17])=[O:16])=[CH:10][CH:9]=[CH:8]2)(=O)C.C(O)CC.[ClH:30]. The catalyst is O. The product is [ClH:30].[NH2:4][C:5]1[CH:6]=[C:7]2[C:12](=[CH:13][CH:14]=1)[C:11]([S:15]([NH:18][CH2:19][C:20]1[CH:21]=[CH:22][CH:23]=[CH:24][CH:25]=1)(=[O:17])=[O:16])=[CH:10][CH:9]=[CH:8]2. The yield is 0.638. (5) The yield is 0.420. The catalyst is CN(C=O)C.CCOC(C)=O. The reactants are Cl[C:2]1[N:7]=[C:6](SC#N)[C:5]([N+:11]([O-:13])=[O:12])=[CH:4][N:3]=1.[F:14][C:15]([F:26])([F:25])[O:16][C:17]1[CH:24]=[CH:23][CH:22]=[CH:21][C:18]=1[CH2:19][NH2:20].CC[N:29]([CH:33]([CH3:35])[CH3:34])C(C)C. The product is [NH2:29][C@H:33]1[CH2:34][CH2:21][C@H:18]([CH2:19][NH:20][C:6]2[C:5]([N+:11]([O-:13])=[O:12])=[CH:4][N:3]=[C:2]([NH:20][CH2:19][C:18]3[CH:21]=[CH:22][CH:23]=[CH:24][C:17]=3[O:16][C:15]([F:25])([F:26])[F:14])[N:7]=2)[CH2:17][CH2:35]1. (6) The reactants are Br[C:2]1[CH:7]=[CH:6][C:5]([C@@H:8]([N:10]2[CH2:15][CH2:14][C:13]([CH2:19][CH2:20][CH2:21][OH:22])([CH:16]([CH3:18])[CH3:17])[O:12][C:11]2=[O:23])[CH3:9])=[CH:4][CH:3]=1.[CH3:24][C:25]1([CH3:41])[C:29]([CH3:31])([CH3:30])[O:28][B:27]([B:27]2[O:28][C:29]([CH3:31])([CH3:30])[C:25]([CH3:41])([CH3:24])[O:26]2)[O:26]1.C([O-])(=O)C.[K+].CCOC(C)=O. The catalyst is CS(C)=O.C1C=CC(P(C2C=CC=CC=2)[C-]2C=CC=C2)=CC=1.C1C=CC(P(C2C=CC=CC=2)[C-]2C=CC=C2)=CC=1.Cl[Pd]Cl.[Fe+2].O. The product is [OH:22][CH2:21][CH2:20][CH2:19][C:13]1([CH:16]([CH3:18])[CH3:17])[O:12][C:11](=[O:23])[N:10]([C@H:8]([C:5]2[CH:6]=[CH:7][C:2]([B:27]3[O:28][C:29]([CH3:31])([CH3:30])[C:25]([CH3:41])([CH3:24])[O:26]3)=[CH:3][CH:4]=2)[CH3:9])[CH2:15][CH2:14]1. The yield is 0.350.